Dataset: Reaction yield outcomes from USPTO patents with 853,638 reactions. Task: Predict the reaction yield, written as a fraction of the theoretical maximum amount of product (1.0 means a 100% yield; for example, 0.34 means a 34% yield). (1) The product is [NH2:1][CH2:4][CH2:5][O:6][C@@H:7]([C:21]1[CH:26]=[CH:25][CH:24]=[C:23]([F:27])[C:22]=1[C:28]1[CH:33]=[CH:32][CH:31]=[C:30]([CH3:34])[CH:29]=1)[C@@H:8]1[CH2:13][CH2:12][CH2:11][N:10]([C:14]([O:16][C:17]([CH3:20])([CH3:19])[CH3:18])=[O:15])[CH2:9]1. The reactants are [N:1]([CH2:4][CH2:5][O:6][CH:7]([C:21]1[CH:26]=[CH:25][CH:24]=[C:23]([F:27])[C:22]=1[C:28]1[CH:33]=[CH:32][CH:31]=[C:30]([CH3:34])[CH:29]=1)[C@@H:8]1[CH2:13][CH2:12][CH2:11][N:10]([C:14]([O:16][C:17]([CH3:20])([CH3:19])[CH3:18])=[O:15])[CH2:9]1)=[N+]=[N-]. The yield is 0.260. The catalyst is CO.[Pd]. (2) The reactants are [Cl:1][C:2]1[C:3]([CH2:12][O:13][C:14]2[CH:23]=[C:22]3[C:17]([CH2:18][CH2:19][C:20]([CH3:25])([CH3:24])[O:21]3)=[CH:16][CH:15]=2)=[CH:4][C:5]([F:11])=[C:6]([CH:10]=1)[C:7](O)=[O:8].[CH3:26][NH:27][S:28](=[O:31])(=[O:30])[NH2:29].Cl.C(N=C=NCCCN(C)C)C. The catalyst is CN(C)C1C=CN=CC=1.C(Cl)Cl.Cl. The product is [Cl:1][C:2]1[C:3]([CH2:12][O:13][C:14]2[CH:23]=[C:22]3[C:17]([CH2:18][CH2:19][C:20]([CH3:25])([CH3:24])[O:21]3)=[CH:16][CH:15]=2)=[CH:4][C:5]([F:11])=[C:6]([CH:10]=1)[C:7]([NH:29][S:28](=[O:31])(=[O:30])[NH:27][CH3:26])=[O:8]. The yield is 0.560. (3) The reactants are Cl[C:2](=[O:8])[C:3]([O:5][CH2:6][CH3:7])=[O:4].[NH2:9][C:10]1[CH:15]=[CH:14][C:13]([Br:16])=[CH:12][C:11]=1[C:17](=[O:19])[CH3:18].N1C=CC=CC=1.O. The catalyst is ClCCl. The product is [CH2:6]([O:5][C:3](=[O:4])[C:2]([NH:9][C:10]1[CH:15]=[CH:14][C:13]([Br:16])=[CH:12][C:11]=1[C:17](=[O:19])[CH3:18])=[O:8])[CH3:7]. The yield is 0.850. (4) The reactants are [N:1]1[N:2]=[C:3]([C:10]2[CH:19]=[CH:18][C:17]3[C:12](=[C:13]([N:21]4[CH2:26][CH2:25][CH:24]([CH2:27][NH:28]C(=O)OC(C)(C)C)[CH2:23][CH2:22]4)[CH:14]=[C:15]([F:20])[CH:16]=3)[N:11]=2)[N:4]2[CH:9]=[CH:8][CH:7]=[CH:6][C:5]=12.[C:36]([OH:42])([C:38]([F:41])([F:40])[F:39])=[O:37]. The catalyst is C(Cl)Cl. The product is [F:39][C:38]([F:41])([F:40])[C:36]([OH:42])=[O:37].[F:39][C:38]([F:41])([F:40])[C:36]([OH:42])=[O:37].[N:1]1[N:2]=[C:3]([C:10]2[CH:19]=[CH:18][C:17]3[C:12](=[C:13]([N:21]4[CH2:26][CH2:25][CH:24]([CH2:27][NH2:28])[CH2:23][CH2:22]4)[CH:14]=[C:15]([F:20])[CH:16]=3)[N:11]=2)[N:4]2[CH:9]=[CH:8][CH:7]=[CH:6][C:5]=12. The yield is 0.561. (5) The reactants are Br[C:2]1[CH:3]=[C:4]([C:9]([NH:12][C:13]([N:15]2[CH:21]3[CH2:22][CH2:23][N:18]([CH2:19][CH2:20]3)[CH2:17][CH2:16]2)=[O:14])([CH3:11])[CH3:10])[CH:5]=[CH:6][C:7]=1[F:8].[F:24][C:25]1[CH:30]=[CH:29][C:28](B(O)O)=[CH:27][CH:26]=1. The catalyst is C([O-])(=O)C.[Pd+2].C([O-])(=O)C. The product is [F:24][C:25]1[CH:30]=[CH:29][C:28]([C:2]2[C:7]([F:8])=[CH:6][CH:5]=[C:4]([C:9]([NH:12][C:13]([N:15]3[CH:21]4[CH2:20][CH2:19][N:18]([CH2:23][CH2:22]4)[CH2:17][CH2:16]3)=[O:14])([CH3:10])[CH3:11])[CH:3]=2)=[CH:27][CH:26]=1. The yield is 0.620.